Dataset: Full USPTO retrosynthesis dataset with 1.9M reactions from patents (1976-2016). Task: Predict the reactants needed to synthesize the given product. (1) Given the product [Cl:2][C:3]1[CH:8]=[CH:7][C:6]([C:9]2[S:13][C:12]([S:14]([N:17]3[CH2:22][CH2:21][N:20]([CH2:23][CH:24]4[CH2:29][CH2:28][N:27]([C:37]5[CH:36]=[CH:35][N:34]=[CH:33][CH:38]=5)[CH2:26][CH2:25]4)[C:19](=[O:30])[CH2:18]3)(=[O:16])=[O:15])=[CH:11][CH:10]=2)=[CH:5][CH:4]=1, predict the reactants needed to synthesize it. The reactants are: Cl.[Cl:2][C:3]1[CH:8]=[CH:7][C:6]([C:9]2[S:13][C:12]([S:14]([N:17]3[CH2:22][CH2:21][N:20]([CH2:23][CH:24]4[CH2:29][CH2:28][NH:27][CH2:26][CH2:25]4)[C:19](=[O:30])[CH2:18]3)(=[O:16])=[O:15])=[CH:11][CH:10]=2)=[CH:5][CH:4]=1.Cl.Cl[C:33]1[CH:38]=[CH:37][CH:36]=[CH:35][N:34]=1.C(=O)(O)[O-].[Na+]. (2) The reactants are: I[C:2]1[C:10]2[C:5](=[CH:6][C:7]([CH:11]=[O:12])=[CH:8][CH:9]=2)[N:4]([CH2:13][O:14][CH2:15][CH2:16][Si:17]([CH3:20])([CH3:19])[CH3:18])[N:3]=1.[CH2:21]=[CH:22][C:23]1[CH:28]=[CH:27][CH:26]=[CH:25][CH:24]=1.C(N(C(C)C)CC)(C)C.CC1C=CC=CC=1P(C1C=CC=CC=1C)C1C=CC=CC=1C. Given the product [CH:21](/[C:2]1[C:10]2[C:5](=[CH:6][C:7]([CH:11]=[O:12])=[CH:8][CH:9]=2)[N:4]([CH2:13][O:14][CH2:15][CH2:16][Si:17]([CH3:20])([CH3:19])[CH3:18])[N:3]=1)=[CH:22]\[C:23]1[CH:28]=[CH:27][CH:26]=[CH:25][CH:24]=1, predict the reactants needed to synthesize it. (3) Given the product [ClH:3].[Cl:3][C:4]1[CH:5]=[CH:6][C:7]([O:18][CH2:19][C:20]2[CH:21]=[CH:22][CH:23]=[CH:24][CH:25]=2)=[C:8]([CH2:10][C:11]2[S:12][CH:13]=[C:14]([C:16](=[NH:17])[O:27][CH3:26])[N:15]=2)[CH:9]=1, predict the reactants needed to synthesize it. The reactants are: [H-].[Na+].[Cl:3][C:4]1[CH:5]=[CH:6][C:7]([O:18][CH2:19][C:20]2[CH:25]=[CH:24][CH:23]=[CH:22][CH:21]=2)=[C:8]([CH2:10][C:11]2[S:12][CH:13]=[C:14]([C:16]#[N:17])[N:15]=2)[CH:9]=1.[CH3:26][OH:27]. (4) The reactants are: [C:1]([OH:10])(=[O:9])[C:2]1[C:3](=[CH:5][CH:6]=[CH:7][CH:8]=1)[OH:4].CN(C)C1C=CC=CC=1.Cl[C:21]([O:23][CH2:24][CH3:25])=[O:22]. Given the product [CH2:24]([O:23][C:21]([O:4][C:3]1[CH:5]=[CH:6][CH:7]=[CH:8][C:2]=1[C:1]([OH:10])=[O:9])=[O:22])[CH3:25], predict the reactants needed to synthesize it. (5) The reactants are: CC(C)([O-])C.[Na+].C1(P(C2C=CC=CC=2)C2(P(C3C=CC=CC=3)C3C=CC=CC=3)CC=C3C(C=CC=C3)=C2C2C3C(=CC=CC=3)C=CC=2)C=CC=CC=1.Cl[C:54]1[C:63]2[C:58](=[CH:59][CH:60]=[CH:61][CH:62]=2)[C:57]([N:64]2[CH2:69][CH2:68][N:67]([C:70]([C:72]3[CH:77]=[CH:76][CH:75]=[CH:74][CH:73]=3)=[O:71])[CH2:66][C@H:65]2[CH3:78])=[N:56][N:55]=1.[NH:79]1[CH2:84][CH2:83][O:82][CH2:81][CH2:80]1. Given the product [CH3:78][C@H:65]1[N:64]([C:57]2[C:58]3[C:63](=[CH:62][CH:61]=[CH:60][CH:59]=3)[C:54]([N:79]3[CH2:84][CH2:83][O:82][CH2:81][CH2:80]3)=[N:55][N:56]=2)[CH2:69][CH2:68][N:67]([C:70]([C:72]2[CH:77]=[CH:76][CH:75]=[CH:74][CH:73]=2)=[O:71])[CH2:66]1, predict the reactants needed to synthesize it. (6) Given the product [Cl:1][C:2]1[C:11]([N:12]2[CH2:17][CH2:16][N:15]([CH2:26][C:20]3[CH:21]=[C:22]([Cl:25])[CH:23]=[CH:24][C:19]=3[Cl:18])[CH2:14][CH2:13]2)=[N:10][C:9]2[C:4](=[CH:5][CH:6]=[CH:7][CH:8]=2)[N:3]=1, predict the reactants needed to synthesize it. The reactants are: [Cl:1][C:2]1[C:11]([N:12]2[CH2:17][CH2:16][NH:15][CH2:14][CH2:13]2)=[N:10][C:9]2[C:4](=[CH:5][CH:6]=[CH:7][CH:8]=2)[N:3]=1.[Cl:18][C:19]1[CH:24]=[CH:23][C:22]([Cl:25])=[CH:21][C:20]=1[CH2:26]Cl.CCN(CC)CC.O.